Task: Binary Classification. Given a miRNA mature sequence and a target amino acid sequence, predict their likelihood of interaction.. Dataset: Experimentally validated miRNA-target interactions with 360,000+ pairs, plus equal number of negative samples The miRNA is hsa-miR-4738-3p with sequence UGAAACUGGAGCGCCUGGAGGA. The protein sequence of the target gene is MLDGPLFSEGPDSPRELQDEESGSCLWVQKSKLLVIEVKTISCHYSRRAPSRQPMDFQASHWARGFQNRTCGPRPGSPQPPPRRPWASRVLQEATNWRAGPLAEVRAREQEKRKAASQEREAKETERKRRKAGGARRSPPGRPRPEPRNAPRVAQLAGLPAPLRPERLAPVGRAPRPSAQPQSDPGSAWAGPWGGRRPGPPSYEAHLLLRGSAGTAPRRRWDRPPPYVAPPSYEGPHRTLGTKRGPGNSQVPTSSAPAATPARTDGGRTKKRLDPRIYRDVLGAWGLRQGQGLLGGSPGC.... Result: 1 (interaction).